Dataset: Reaction yield outcomes from USPTO patents with 853,638 reactions. Task: Predict the reaction yield, written as a fraction of the theoretical maximum amount of product (1.0 means a 100% yield; for example, 0.34 means a 34% yield). (1) The reactants are CCN(CC)CC.[C:8]1([N:14]=[C:15]=[O:16])[CH:13]=[CH:12][CH:11]=[CH:10][CH:9]=1.[NH2:17][C:18]1[CH:19]=[C:20]([C:24]2[N:25]=[C:26]3[C:32]4[CH:33]=[CH:34][CH:35]=[CH:36][C:31]=4[NH:30][C:29]4[N:37]=[CH:38][CH:39]=[CH:40][C:28]=4[N:27]3[C:41]=2[C:42]2[CH:47]=[CH:46][C:45]([C:48]3([NH:52][C:53](=[O:59])[O:54][C:55]([CH3:58])([CH3:57])[CH3:56])[CH2:51][CH2:50][CH2:49]3)=[CH:44][CH:43]=2)[CH:21]=[CH:22][CH:23]=1. The catalyst is C(Cl)Cl.C([O-])(O)=O.[Na+]. The product is [NH:14]([C:15]([NH:17][C:18]1[CH:19]=[C:20]([C:24]2[N:25]=[C:26]3[C:32]4[CH:33]=[CH:34][CH:35]=[CH:36][C:31]=4[NH:30][C:29]4[N:37]=[CH:38][CH:39]=[CH:40][C:28]=4[N:27]3[C:41]=2[C:42]2[CH:47]=[CH:46][C:45]([C:48]3([NH:52][C:53](=[O:59])[O:54][C:55]([CH3:57])([CH3:56])[CH3:58])[CH2:49][CH2:50][CH2:51]3)=[CH:44][CH:43]=2)[CH:21]=[CH:22][CH:23]=1)=[O:16])[C:8]1[CH:13]=[CH:12][CH:11]=[CH:10][CH:9]=1. The yield is 0.693. (2) The reactants are [C:1]1([C:7]2([CH3:15])[N:11]([CH3:12])[C:10](=[O:13])[NH:9][C:8]2=[O:14])[CH2:6][CH2:5][CH2:4][CH2:3][CH:2]=1.Cl.Br[CH2:18][C:19]([C:21]1[CH:22]=[N:23][CH:24]=[CH:25][CH:26]=1)=[O:20]. No catalyst specified. The product is [C:1]1([C:7]2([CH3:15])[N:11]([CH3:12])[C:10](=[O:13])[N:9]([CH2:18][C:19](=[O:20])[C:21]3[CH:22]=[N:23][CH:24]=[CH:25][CH:26]=3)[C:8]2=[O:14])[CH2:6][CH2:5][CH2:4][CH2:3][CH:2]=1. The yield is 0.430. (3) The reactants are [CH3:1][O:2][C:3]1[CH:8]=[CH:7][CH:6]=[CH:5][C:4]=1[S:9]([N:12]([CH3:31])[C:13]1[CH:14]=[CH:15][CH:16]=[C:17]2[C:21]=1[NH:20][C:19]([C:22]1[S:23][CH:24]([CH2:27][C:28](O)=[O:29])[CH2:25][N:26]=1)=[CH:18]2)(=[O:11])=[O:10].N[N:33]1[CH:37]=[N:36][CH:35]=[N:34]1.[N:38]1(O)C2C=CC=CC=2N=N1.Cl.CN(C)CCCN=C=NCC. The catalyst is C(OCC)(=O)C.CN(C)C=O. The product is [CH3:1][O:2][C:3]1[CH:8]=[CH:7][CH:6]=[CH:5][C:4]=1[S:9]([N:12]([CH3:31])[C:13]1[CH:14]=[CH:15][CH:16]=[C:17]2[C:21]=1[NH:20][C:19]([C:22]1[S:23][CH:24]([CH2:27][C:28]([NH:38][C:35]3[NH:36][CH:37]=[N:33][N:34]=3)=[O:29])[CH2:25][N:26]=1)=[CH:18]2)(=[O:10])=[O:11]. The yield is 0.690. (4) The reactants are [NH2:1][C:2]1[C:3]([C:7]2[N:8]([C:16]3[CH:21]=[CH:20][C:19]([O:22][CH:23]4[CH2:28][CH2:27][N:26]([CH2:29][C:30]([O:32]C)=[O:31])[CH2:25][CH2:24]4)=[CH:18][CH:17]=3)[C:9]3[CH:14]=[CH:13][N:12]=[CH:11][C:10]=3[N:15]=2)=[N:4][O:5][N:6]=1.C[Si](C)(C)[O-].[K+]. The catalyst is C1COCC1. The product is [NH2:1][C:2]1[C:3]([C:7]2[N:8]([C:16]3[CH:17]=[CH:18][C:19]([O:22][CH:23]4[CH2:28][CH2:27][N:26]([CH2:29][C:30]([OH:32])=[O:31])[CH2:25][CH2:24]4)=[CH:20][CH:21]=3)[C:9]3[CH:14]=[CH:13][N:12]=[CH:11][C:10]=3[N:15]=2)=[N:4][O:5][N:6]=1. The yield is 0.510. (5) The reactants are C([O:3][CH:4]([O:15][CH2:16][CH3:17])[CH2:5][CH2:6][NH:7][C:8](=O)OC(C)(C)C)C.[H-].[Na+].[CH3:20][O:21][C:22]1[CH:23]=[C:24]([CH:27]=[CH:28][CH:29]=1)CBr. The catalyst is CN(C=O)C.C(OCC)(=O)C. The product is [O:15]1[CH2:16][CH2:17][O:3][CH:4]1[CH2:5][CH2:6][NH:7][CH2:8][C:28]1[CH:27]=[CH:24][CH:23]=[C:22]([O:21][CH3:20])[CH:29]=1. The yield is 0.500.